Dataset: Reaction yield outcomes from USPTO patents with 853,638 reactions. Task: Predict the reaction yield, written as a fraction of the theoretical maximum amount of product (1.0 means a 100% yield; for example, 0.34 means a 34% yield). (1) The reactants are Cl.[NH2:2][CH2:3][C:4]1[CH:13]=[CH:12][C:7]([C:8]([O:10]C)=[O:9])=[CH:6][CH:5]=1.[CH:14]1([S:17](Cl)(=[O:19])=[O:18])[CH2:16][CH2:15]1.C(N(C(C)C)CC)(C)C.[OH-].[Na+]. The catalyst is C(Cl)Cl.O. The product is [CH:14]1([S:17]([NH:2][CH2:3][C:4]2[CH:13]=[CH:12][C:7]([C:8]([OH:10])=[O:9])=[CH:6][CH:5]=2)(=[O:19])=[O:18])[CH2:16][CH2:15]1. The yield is 0.930. (2) The reactants are [C:1]([CH2:4][C:5]1[CH:10]=[CH:9][C:8]([CH2:11][C:12](O)=[O:13])=[CH:7][CH:6]=1)(O)=[O:2].CSC.B. The catalyst is C1COCC1. The product is [OH:2][CH2:1][CH2:4][C:5]1[CH:10]=[CH:9][C:8]([CH2:11][CH2:12][OH:13])=[CH:7][CH:6]=1. The yield is 0.870.